Task: Predict the product of the given reaction.. Dataset: Forward reaction prediction with 1.9M reactions from USPTO patents (1976-2016) Given the reactants [Cl:1][C:2]1[CH:7]=[C:6]([C:8]2[N:13]=[C:12](O)[N:11]3[CH:15]=[CH:16][N:17]=[C:10]3[CH:9]=2)[CH:5]=[CH:4][N:3]=1.O=P(Cl)(Cl)[Cl:20].CCN(C(C)C)C(C)C, predict the reaction product. The product is: [Cl:20][C:12]1[N:11]2[CH:15]=[CH:16][N:17]=[C:10]2[CH:9]=[C:8]([C:6]2[CH:5]=[CH:4][N:3]=[C:2]([Cl:1])[CH:7]=2)[N:13]=1.